Dataset: Catalyst prediction with 721,799 reactions and 888 catalyst types from USPTO. Task: Predict which catalyst facilitates the given reaction. (1) Reactant: [CH3:1][C:2]1[C:10]([O:11][C@H:12]2[CH2:17][CH2:16][C@H:15]([NH2:18])[CH2:14][CH2:13]2)=[CH:9][CH:8]=[C:7]2[C:3]=1[CH:4]=[N:5][NH:6]2.[C:19]([O:24][CH3:25])(=[O:23])[C:20](C)=[CH2:21]. Product: [CH3:1][C:2]1[C:10]([O:11][C@H:12]2[CH2:17][CH2:16][C@H:15]([NH:18][CH2:21][CH2:20][C:19]([O:24][CH3:25])=[O:23])[CH2:14][CH2:13]2)=[CH:9][CH:8]=[C:7]2[C:3]=1[CH:4]=[N:5][NH:6]2. The catalyst class is: 5. (2) Reactant: [F:1][C:2]1[CH:10]=[C:9]([N+:11]([O-:13])=[O:12])[CH:8]=[CH:7][C:3]=1[C:4](O)=[O:5].Cl.[CH3:15][NH:16][CH3:17].C1C=CC2N(O)N=NC=2C=1.CCN=C=NCCCN(C)C.Cl. Product: [F:1][C:2]1[CH:10]=[C:9]([N+:11]([O-:13])=[O:12])[CH:8]=[CH:7][C:3]=1[C:4]([N:16]([CH3:17])[CH3:15])=[O:5]. The catalyst class is: 3. (3) Reactant: [CH3:1][C:2]1[CH:3]=[CH:4][C:5]([NH:12][C:13]2[CH:18]=[CH:17][C:16]([Cl:19])=[C:15]([CH3:20])[C:14]=2[Cl:21])=[C:6]([CH2:8][C:9]([OH:11])=[O:10])[CH:7]=1.C(NCC)C. Product: [CH2:5]([NH:12][CH2:13][CH3:14])[CH3:4].[CH3:1][C:2]1[CH:3]=[CH:4][C:5]([NH:12][C:13]2[CH:18]=[CH:17][C:16]([Cl:19])=[C:15]([CH3:20])[C:14]=2[Cl:21])=[C:6]([CH2:8][C:9]([OH:11])=[O:10])[CH:7]=1. The catalyst class is: 310. (4) Reactant: [C:1]([C:3]1[N:11]=[CH:10][C:9]2[N:8]([CH2:12][O:13][CH2:14][CH2:15][Si:16]([CH3:19])([CH3:18])[CH3:17])[C:7]3[N:20]=[CH:21][C:22](C4C=CC(CN5C6CCC5CC(OC(N5C=CN=C5)=S)C6)=CC=4)=[CH:23][C:6]=3[C:5]=2[CH:4]=1)#[N:2].[CH3:55][C:54](N=N[C:54]([C:57]#[N:58])([CH3:56])[CH3:55])([C:57]#[N:58])[CH3:56].[CH2:68]([SnH]([CH2:68][CH2:69][CH2:70][CH3:71])[CH2:68][CH2:69][CH2:70][CH3:71])[CH2:69][CH2:70][CH3:71]. Product: [CH:68]12[N:58]([CH2:57][C:54]3[CH:55]=[CH:4][C:3]([C:21]4[CH:22]=[CH:23][C:6]5[C:5]6[CH:4]=[C:3]([C:1]#[N:2])[N:11]=[CH:10][C:9]=6[N:8]([CH2:12][O:13][CH2:14][CH2:15][Si:16]([CH3:19])([CH3:17])[CH3:18])[C:7]=5[N:20]=4)=[CH:1][CH:56]=3)[CH:71]([CH2:70][CH2:69]1)[CH2:6][CH2:5][CH2:9]2. The catalyst class is: 11. (5) Reactant: [CH2:1]([C:4]1[C:9]([CH3:10])=[CH:8][C:7]([N+:11]([O-])=O)=[CH:6][C:5]=1[Cl:14])[CH:2]=[CH2:3]. Product: [Cl:14][C:5]1[CH:6]=[C:7]([CH:8]=[C:9]([CH3:10])[C:4]=1[CH2:1][CH2:2][CH3:3])[NH2:11]. The catalyst class is: 94. (6) Reactant: [C:1]1(C2C=CC=CC=2)[CH:6]=[CH:5][C:4]([CH2:7][N:8]([CH2:16][CH2:17][CH2:18][N:19]([CH2:29][C:30]2[CH:35]=[CH:34][C:33](C3C=CC=CC=3)=[CH:32][CH:31]=2)[C:20]([O:22][CH2:23][C:24]2[S:28][CH:27]=[N:26][CH:25]=2)=[O:21])C(=O)OC(C)(C)C)=[CH:3][CH:2]=1.[N:48]1[CH:53]=[CH:52][C:51]([CH:54]=O)=[CH:50][CH:49]=1.C(O[BH-](OC(=O)C)OC(=O)C)(=O)C.[Na+].C(O)(=O)C.C([O-])(O)=O.[Na+]. Product: [CH2:29]([N:19]([CH2:18][CH2:17][CH2:16][N:8]([CH2:7][C:4]1[CH:3]=[CH:2][CH:1]=[CH:6][CH:5]=1)[CH2:54][C:51]1[CH:50]=[CH:49][N:48]=[CH:53][CH:52]=1)[C:20](=[O:21])[O:22][CH2:23][C:24]1[S:28][CH:27]=[N:26][CH:25]=1)[C:30]1[CH:35]=[CH:34][CH:33]=[CH:32][CH:31]=1. The catalyst class is: 26. (7) Reactant: [CH2:1]([O:3][C:4]([N:6]1[CH2:11][CH2:10][CH:9]([C:12]2[C:20]3[C:15](=[CH:16][CH:17]=[CH:18][CH:19]=3)[NH:14][CH:13]=2)[CH2:8][CH2:7]1)=[O:5])[CH3:2].Br[CH2:22][C:23]1[S:24][CH:25]=[CH:26][CH:27]=1. Product: [CH2:1]([O:3][C:4]([N:6]1[CH2:11][CH2:10][CH:9]([C:12]2[C:20]3[C:15](=[CH:16][CH:17]=[CH:18][CH:19]=3)[N:14]([CH2:22][C:23]3[S:24][CH:25]=[CH:26][CH:27]=3)[CH:13]=2)[CH2:8][CH2:7]1)=[O:5])[CH3:2]. The catalyst class is: 27. (8) Reactant: [Cl:1][C:2]1[N:7]=[C:6](Cl)[C:5]([F:9])=[CH:4][N:3]=1.[CH3:10][O-:11].[Na+]. Product: [Cl:1][C:2]1[N:7]=[C:6]([O:11][CH3:10])[C:5]([F:9])=[CH:4][N:3]=1. The catalyst class is: 36. (9) Reactant: Cl.[F:2][C:3]1[CH:8]=[C:7]([N:9]2[C:13]3[CH2:14][NH:15][CH2:16][CH2:17][C:12]=3[C:11]([C:18]([F:21])([F:20])[F:19])=[N:10]2)[CH:6]=[CH:5][C:4]=1[CH2:22][N:23]1[CH2:27][CH2:26][CH2:25][C:24]1=[O:28].C(N(CC)CC)C.[C:36](Cl)(=[O:38])[CH3:37]. Product: [C:36]([N:15]1[CH2:16][CH2:17][C:12]2[C:11]([C:18]([F:21])([F:19])[F:20])=[N:10][N:9]([C:7]3[CH:6]=[CH:5][C:4]([CH2:22][N:23]4[CH2:27][CH2:26][CH2:25][C:24]4=[O:28])=[C:3]([F:2])[CH:8]=3)[C:13]=2[CH2:14]1)(=[O:38])[CH3:37]. The catalyst class is: 4.